From a dataset of Forward reaction prediction with 1.9M reactions from USPTO patents (1976-2016). Predict the product of the given reaction. (1) The product is: [CH2:1]([N:5]1[CH2:10][CH2:9][NH:8][C:6]1=[O:7])[CH2:2][C:3]#[CH:4]. Given the reactants [CH2:1]([NH:5][C:6]([NH:8][CH2:9][CH2:10]Cl)=[O:7])[CH2:2][C:3]#[CH:4].[OH-].[K+], predict the reaction product. (2) Given the reactants C(Cl)(=O)C(Cl)=O.CS(C)=O.[C:11]([O:15][C:16](=[O:30])[N:17]([CH2:23][C:24]1[CH:29]=[CH:28][CH:27]=[CH:26][CH:25]=1)[CH2:18][CH2:19][CH2:20][CH2:21][OH:22])([CH3:14])([CH3:13])[CH3:12], predict the reaction product. The product is: [CH2:23]([N:17]([C:16]([O:15][C:11]([CH3:14])([CH3:13])[CH3:12])=[O:30])[CH2:18][CH2:19][CH2:20][CH:21]=[O:22])[C:24]1[CH:29]=[CH:28][CH:27]=[CH:26][CH:25]=1. (3) Given the reactants CC([Si](C(C)C)(C(C)C)[O:5][C:6]1[C:11]2[C:12]([CH3:16])([CH3:15])[CH2:13][O:14][C:10]=2[C:9]([CH3:17])=[CH:8][CH:7]=1)C.CCCC[N+](CCCC)(CCCC)CCCC.[F-], predict the reaction product. The product is: [CH3:15][C:12]1([CH3:16])[C:11]2=[C:6]([OH:5])[CH:7]=[CH:8][C:9]([CH3:17])=[C:10]2[O:14][CH2:13]1. (4) Given the reactants [NH:1]1[C:10]2[C:5](=[CH:6][CH:7]=[CH:8][CH:9]=2)[C:4](=[O:11])[NH:3][C:2]1=[O:12].Br[CH2:14][C:15]1[CH:16]=[CH:17][C:18]([F:25])=[C:19]([CH:24]=1)[C:20]([O:22][CH3:23])=[O:21].COC(C1C=C(C=CC=1)CN1C2C(=CC=CC=2)C(=O)NC1=O)=O, predict the reaction product. The product is: [F:25][C:18]1[CH:17]=[CH:16][C:15]([CH2:14][N:1]2[C:10]3[C:5](=[CH:6][CH:7]=[CH:8][CH:9]=3)[C:4](=[O:11])[NH:3][C:2]2=[O:12])=[CH:24][C:19]=1[C:20]([O:22][CH3:23])=[O:21]. (5) The product is: [NH2:18][C@H:19]([CH2:29][F:30])[C@@H:20]([C:22]1[CH:23]=[CH:24][C:25]([C:9]2[CH:10]=[CH:11][C:12]([C:15]#[N:16])=[N:13][CH:14]=2)=[CH:26][CH:27]=1)[OH:21]. Given the reactants CC1(C)C(C)(C)OB([C:9]2[CH:10]=[CH:11][C:12]([C:15]#[N:16])=[N:13][CH:14]=2)O1.[NH2:18][C@H:19]([CH2:29][F:30])[C@@H:20]([C:22]1[CH:27]=[CH:26][C:25](I)=[CH:24][CH:23]=1)[OH:21].C([O-])([O-])=O.[Cs+].[Cs+], predict the reaction product. (6) Given the reactants Cl.[Br:2][C:3]1[CH:4]=[CH:5][C:6]([O:9][CH2:10][CH:11]2[CH2:16][CH2:15][NH:14][CH2:13][CH2:12]2)=[N:7][CH:8]=1.[CH2:17]([C:19]1([CH2:22][CH3:23])[CH2:21][O:20]1)[CH3:18].C([O-])([O-])=O.[K+].[K+].CCO, predict the reaction product. The product is: [Br:2][C:3]1[CH:4]=[CH:5][C:6]([O:9][CH2:10][CH:11]2[CH2:16][CH2:15][N:14]([CH2:21][C:19]([OH:20])([CH2:22][CH3:23])[CH2:17][CH3:18])[CH2:13][CH2:12]2)=[N:7][CH:8]=1.